Dataset: Forward reaction prediction with 1.9M reactions from USPTO patents (1976-2016). Task: Predict the product of the given reaction. Given the reactants [NH:1]1[CH:5]=[CH:4][C:3]([C:6]2[CH:7]=[N:8][NH:9][C:10]=2[NH2:11])=[N:2]1.[CH2:12]([N:14]1[C:22]2[C:17](=[CH:18][C:19]([C:23](=O)[CH2:24][C:25](OCC)=[O:26])=[CH:20][CH:21]=2)[CH:16]=[N:15]1)[CH3:13].CC1C=CC(S(O)(=O)=O)=CC=1, predict the reaction product. The product is: [CH2:12]([N:14]1[C:22]2[C:17](=[CH:18][C:19]([C:23]3[NH:11][C:10]4[N:9]([N:8]=[CH:7][C:6]=4[C:3]4[CH:4]=[CH:5][NH:1][N:2]=4)[C:25](=[O:26])[CH:24]=3)=[CH:20][CH:21]=2)[CH:16]=[N:15]1)[CH3:13].